Dataset: Reaction yield outcomes from USPTO patents with 853,638 reactions. Task: Predict the reaction yield, written as a fraction of the theoretical maximum amount of product (1.0 means a 100% yield; for example, 0.34 means a 34% yield). (1) The reactants are [F:1][C:2]1[CH:7]=[CH:6][C:5]([CH2:8][C:9]([OH:11])=[O:10])=[CH:4][C:3]=1[C:12]([F:15])([F:14])[F:13].[CH3:16]O. The catalyst is S(=O)(=O)(O)O. The product is [CH3:16][O:10][C:9](=[O:11])[CH2:8][C:5]1[CH:6]=[CH:7][C:2]([F:1])=[C:3]([C:12]([F:13])([F:14])[F:15])[CH:4]=1. The yield is 0.960. (2) The reactants are [NH:1]1[CH2:9][C@H:7]([OH:8])[CH2:6][C@H:2]1[C:3]([OH:5])=[O:4].C(N1CCOCC1)C.[CH:18]1[C:27]2[C:22](=[CH:23][CH:24]=[CH:25][CH:26]=2)[CH:21]=[CH:20][C:19]=1[S:28](Cl)(=[O:30])=[O:29].C([O-])(O)=O.[Na+]. The catalyst is C[Si](C)(C)N[Si](C)(C)C.C1COCC1.CCOCC.C(O)C. The product is [OH:8][C@H:7]1[CH2:9][N:1]([S:28]([C:19]2[CH:20]=[CH:21][C:22]3[C:27](=[CH:26][CH:25]=[CH:24][CH:23]=3)[CH:18]=2)(=[O:30])=[O:29])[C@H:2]([C:3]([OH:5])=[O:4])[CH2:6]1. The yield is 0.650. (3) The reactants are C(O[CH:4](OCC)[CH2:5][N:6]([CH3:8])[CH3:7])C.Cl.[OH-].[K+].ClC1C=C(NC2C3C=C([NH:42][C:43](=[O:53])[CH2:44]P(=O)(OCC)OCC)N=CC=3N=CN=2)C=CC=1OCC1C=CC=C(Cl)C=1.[Li+].[Cl-]. The product is [CH3:8][N:6]([CH3:7])[CH2:5][CH:4]=[CH:44][C:43]([NH2:42])=[O:53]. The yield is 0.850. The catalyst is O.C(Cl)Cl.CO.CC(N(C)C)=O.C1COCC1.